This data is from Catalyst prediction with 721,799 reactions and 888 catalyst types from USPTO. The task is: Predict which catalyst facilitates the given reaction. (1) Reactant: [NH2:1][C@H:2]1[C:11]2[C:6](=[CH:7][CH:8]=[C:9]([F:12])[CH:10]=2)[N:5]([C:13](=[O:15])[CH3:14])[C@@H:4]([CH2:16][CH3:17])[C@@H:3]1[CH3:18].Br[C:20]1[CH:25]=[CH:24][C:23]([F:26])=[CH:22][N:21]=1.CC(C)([O-])C.[Na+].CN(C1C(C2C(P(C3CCCCC3)C3CCCCC3)=CC=CC=2)=CC=CC=1)C. Product: [CH2:16]([C@H:4]1[C@H:3]([CH3:18])[C@@H:2]([NH:1][C:20]2[CH:25]=[CH:24][C:23]([F:26])=[CH:22][N:21]=2)[C:11]2[C:6](=[CH:7][CH:8]=[C:9]([F:12])[CH:10]=2)[N:5]1[C:13](=[O:15])[CH3:14])[CH3:17]. The catalyst class is: 62. (2) Reactant: [F:1][C:2]1[CH:7]=[C:6]([F:8])[CH:5]=[CH:4][C:3]=1[C@:9]12[CH2:18][O:17][C@@H:16]([CH:19]=[C:20]([CH3:22])[CH3:21])[CH2:15][C@H:14]1[CH2:13][S:12][C:11]([NH:23][C:24](=[O:31])[C:25]1[CH:30]=[CH:29][CH:28]=[CH:27][CH:26]=1)=[N:10]2.[H][H]. Product: [F:1][C:2]1[CH:7]=[C:6]([F:8])[CH:5]=[CH:4][C:3]=1[C@:9]12[CH2:18][O:17][C@@H:16]([CH2:19][CH:20]([CH3:22])[CH3:21])[CH2:15][C@H:14]1[CH2:13][S:12][C:11]([NH:23][C:24](=[O:31])[C:25]1[CH:26]=[CH:27][CH:28]=[CH:29][CH:30]=1)=[N:10]2. The catalyst class is: 19. (3) Reactant: [CH3:1][O:2][C:3]1[CH:4]=[C:5]2[C:9](=[CH:10][CH:11]=1)[NH:8][C:7]([C:12]([OH:14])=O)=[CH:6]2.O.ON1C2C=CC=CC=2N=N1.Cl.CN(C)CCCN=C=NCC.[NH2:38][C:39]1[CH:44]=[CH:43][C:42]([C:45]2[CH:50]=[CH:49][C:48]([C:51](=[O:61])[CH2:52][C:53]([CH3:60])([CH3:59])[C:54]([O:56]CC)=[O:55])=[CH:47][CH:46]=2)=[CH:41][CH:40]=1. Product: [CH3:1][O:2][C:3]1[CH:4]=[C:5]2[C:9](=[CH:10][CH:11]=1)[NH:8][C:7]([C:12]([NH:38][C:39]1[CH:40]=[CH:41][C:42]([C:45]3[CH:50]=[CH:49][C:48]([C:51](=[O:61])[CH2:52][C:53]([CH3:59])([CH3:60])[C:54]([OH:56])=[O:55])=[CH:47][CH:46]=3)=[CH:43][CH:44]=1)=[O:14])=[CH:6]2. The catalyst class is: 35. (4) Reactant: O.O.Cl[Sn]Cl.[CH3:6][O:7][C:8]1[CH:13]=[CH:12][C:11]([N+:14]([O-])=O)=[CH:10][C:9]=1[C:17]1[N:21]([CH3:22])[N:20]=[C:19]([C:23]([F:26])([F:25])[F:24])[CH:18]=1. Product: [CH3:6][O:7][C:8]1[CH:13]=[CH:12][C:11]([NH2:14])=[CH:10][C:9]=1[C:17]1[N:21]([CH3:22])[N:20]=[C:19]([C:23]([F:26])([F:24])[F:25])[CH:18]=1. The catalyst class is: 14. (5) Reactant: Cl[C:2]([O:4][CH:5]([CH3:7])[CH3:6])=[O:3].C1(C)C=CC=CC=1.[CH3:15][O:16][C:17](=[O:31])[C:18]1[CH:23]=[C:22]([CH:24]=[CH2:25])[C:21]([C:26]([F:29])([F:28])[F:27])=[CH:20][C:19]=1[NH2:30].N1C=CC=CC=1. Product: [CH3:15][O:16][C:17](=[O:31])[C:18]1[CH:23]=[C:22]([CH:24]=[CH2:25])[C:21]([C:26]([F:28])([F:27])[F:29])=[CH:20][C:19]=1[NH:30][C:2]([O:4][CH:5]([CH3:7])[CH3:6])=[O:3]. The catalyst class is: 2. (6) Reactant: Br[C:2]1[C:3]([N:8]2[CH2:11][CH:10]([C:12]3[CH:21]=[CH:20][C:19]4[C:14](=[CH:15][CH:16]=[CH:17][CH:18]=4)[N:13]=3)[CH2:9]2)=[N:4][CH:5]=[CH:6][CH:7]=1.[NH:22]1[CH2:27][CH2:26][CH2:25][CH2:24][CH2:23]1.C1C=CC(P(C2C(C3C(P(C4C=CC=CC=4)C4C=CC=CC=4)=CC=C4C=3C=CC=C4)=C3C(C=CC=C3)=CC=2)C2C=CC=CC=2)=CC=1.[C:74]([O:78][Na])(C)(C)C. Product: [N:13]1[C:14]2[C:19](=[CH:18][CH:17]=[CH:16][CH:15]=2)[CH:20]=[CH:21][C:12]=1[CH:10]1[CH2:11][N:8]([C:3]2[C:2]([N:22]3[CH2:27][CH2:26][CH:25]([CH2:74][OH:78])[CH2:24][CH2:23]3)=[CH:7][CH:6]=[CH:5][N:4]=2)[CH2:9]1. The catalyst class is: 62.